This data is from Forward reaction prediction with 1.9M reactions from USPTO patents (1976-2016). The task is: Predict the product of the given reaction. (1) Given the reactants [Br:1][C:2]1[C:3]([OH:23])=[C:4]([C:9]([CH2:12][S:13]([C:16]2[CH:21]=[CH:20][CH:19]=[C:18](Cl)[CH:17]=2)(=[O:15])=[O:14])=[CH:10][CH:11]=1)[C:5]([O:7][CH3:8])=[O:6].C1(S(CC2C(C(OC)=O)=C(OC)C(Br)=CC=2)(=O)=O)C=CC=CC=1, predict the reaction product. The product is: [C:16]1([S:13]([CH2:12][C:9]2[C:4]([C:5]([O:7][CH3:8])=[O:6])=[C:3]([OH:23])[C:2]([Br:1])=[CH:11][CH:10]=2)(=[O:15])=[O:14])[CH:17]=[CH:18][CH:19]=[CH:20][CH:21]=1. (2) Given the reactants Cl.[CH3:2][O:3][C:4](=[O:9])[C@H:5]([CH2:7][SH:8])[NH2:6].[CH:10](=O)[C:11]1[CH:16]=[CH:15][CH:14]=[CH:13][CH:12]=1.C(N(CC)CC)C, predict the reaction product. The product is: [C:11]1([CH:10]2[NH:6][C@H:5]([C:4]([O:3][CH3:2])=[O:9])[CH2:7][S:8]2)[CH:16]=[CH:15][CH:14]=[CH:13][CH:12]=1. (3) Given the reactants [Br:1][C:2]1[N:7]=[CH:6][C:5]([NH2:8])=[CH:4][CH:3]=1.C(N(CC)CC)C.[Cl:16][C:17]1[C:22]([C:23](Cl)=[O:24])=[C:21]([F:26])[C:20]([NH:27][S:28]([CH2:31][CH2:32][CH3:33])(=[O:30])=[O:29])=[CH:19][CH:18]=1, predict the reaction product. The product is: [Br:1][C:2]1[N:7]=[CH:6][C:5]([NH:8][C:23](=[O:24])[C:22]2[C:17]([Cl:16])=[CH:18][CH:19]=[C:20]([NH:27][S:28]([CH2:31][CH2:32][CH3:33])(=[O:30])=[O:29])[C:21]=2[F:26])=[CH:4][CH:3]=1. (4) The product is: [CH3:15][N:16]([CH3:17])[CH2:2][C:3]1[N:7]2[CH:8]=[C:9]([N+:12]([O-:14])=[O:13])[CH:10]=[CH:11][C:6]2=[N:5][N:4]=1. Given the reactants Cl[CH2:2][C:3]1[N:7]2[CH:8]=[C:9]([N+:12]([O-:14])=[O:13])[CH:10]=[CH:11][C:6]2=[N:5][N:4]=1.[CH3:15][NH:16][CH3:17], predict the reaction product. (5) Given the reactants [F:1][C:2]1[CH:3]=[C:4]([C:12]2[CH:17]=[C:16]([C:18]([F:21])([F:20])[F:19])[N:15]3[N:22]=[CH:23][C:24]([C:25]([OH:27])=O)=[C:14]3[N:13]=2)[CH:5]=[CH:6][C:7]=1[C:8]([F:11])([F:10])[F:9].[NH2:28][C:29]1[N:34]=[CH:33][C:32]([C:35]([NH:37]O)=[NH:36])=[CH:31][N:30]=1, predict the reaction product. The product is: [F:1][C:2]1[CH:3]=[C:4]([C:12]2[CH:17]=[C:16]([C:18]([F:20])([F:21])[F:19])[N:15]3[N:22]=[CH:23][C:24]([C:25]4[O:27][N:37]=[C:35]([C:32]5[CH:31]=[N:30][C:29]([NH2:28])=[N:34][CH:33]=5)[N:36]=4)=[C:14]3[N:13]=2)[CH:5]=[CH:6][C:7]=1[C:8]([F:11])([F:10])[F:9]. (6) Given the reactants Br[C:2]1[CH:10]=[CH:9][C:5]([C:6]([NH2:8])=[O:7])=[CH:4][C:3]=1/[CH:11]=[CH:12]/[C:13]1[CH:18]=[CH:17][C:16]([O:19][C:20]([F:23])([F:22])[F:21])=[CH:15][CH:14]=1.[NH:24]1[CH2:28][CH2:27][CH2:26][CH2:25]1, predict the reaction product. The product is: [N:24]1([C:2]2[CH:10]=[CH:9][C:5]([C:6]([NH2:8])=[O:7])=[CH:4][C:3]=2/[CH:11]=[CH:12]/[C:13]2[CH:18]=[CH:17][C:16]([O:19][C:20]([F:23])([F:22])[F:21])=[CH:15][CH:14]=2)[CH2:28][CH2:27][CH2:26][CH2:25]1. (7) Given the reactants [N:1]1[C:9]2[C:4]([CH:5]=[CH:6][C:7]3[C:8]=2[CH:10]=[C:11]2[C:16]=3[CH:15]=[CH:14][CH:13]=[CH:12]2)=[CH:3][CH:2]=1.C[C:18]1[CH:26]=[C:25]2[C:21]([CH2:22][CH2:23][C:24]2=O)=[CH:20][CH:19]=1.[C:28]1(C)[CH:33]=[CH:32][C:31]([NH:34]N)=[CH:30][CH:29]=1.Cl[Si:38](Cl)([CH3:40])[CH3:39], predict the reaction product. The product is: [C:7]1([Si:38]([C:20]2[CH:19]=[CH:18][CH:26]=[C:25]3[C:21]=2[CH:22]=[C:23]2[C:30]4[CH:29]=[CH:28][CH:33]=[CH:32][C:31]=4[N:34]=[C:24]23)([CH3:40])[CH3:39])[CH:6]=[CH:5][CH:4]=[C:3]2[C:16]=1[CH:15]=[C:14]1[C:13]3[CH:12]=[CH:11][CH:10]=[CH:8][C:9]=3[N:1]=[C:2]12.